Predict the product of the given reaction. From a dataset of Forward reaction prediction with 1.9M reactions from USPTO patents (1976-2016). Given the reactants [O:1]1[C:5]2([CH2:10][CH2:9][CH:8]([NH:11][C:12]3[NH:16][N:15]=[CH:14][CH:13]=3)[CH2:7][CH2:6]2)[O:4][CH2:3][CH2:2]1.N12CCCN=C1CCCCC2.[C:28]([C:30]1[CH:35]=[CH:34][CH:33]=[CH:32][C:31]=1[C:36]1[CH:41]=[CH:40][C:39]([CH2:42][CH:43]([C:49](=O)[CH2:50][CH2:51][CH3:52])[C:44](OCC)=[O:45])=[C:38]([O:54][CH3:55])[CH:37]=1)#[N:29].C(OCC)(=O)C, predict the reaction product. The product is: [O:4]1[C:5]2([CH2:6][CH2:7][CH:8]([N:11]3[C:44](=[O:45])[C:43]([CH2:42][C:39]4[CH:40]=[CH:41][C:36]([C:31]5[C:30]([C:28]#[N:29])=[CH:35][CH:34]=[CH:33][CH:32]=5)=[CH:37][C:38]=4[O:54][CH3:55])=[C:49]([CH2:50][CH2:51][CH3:52])[N:16]4[N:15]=[CH:14][CH:13]=[C:12]34)[CH2:9][CH2:10]2)[O:1][CH2:2][CH2:3]1.